From a dataset of TCR-epitope binding with 47,182 pairs between 192 epitopes and 23,139 TCRs. Binary Classification. Given a T-cell receptor sequence (or CDR3 region) and an epitope sequence, predict whether binding occurs between them. (1) The epitope is KLPDDFTGCV. Result: 1 (the TCR binds to the epitope). The TCR CDR3 sequence is CASIRDRSSNQPQHF. (2) The epitope is LLSAGIFGA. The TCR CDR3 sequence is CASSFLPGQGSYYSNQPQHF. Result: 0 (the TCR does not bind to the epitope). (3) The epitope is ELAGIGILTV. The TCR CDR3 sequence is CASSSPANEGTDTQYF. Result: 1 (the TCR binds to the epitope). (4) The epitope is TPGPGVRYPL. The TCR CDR3 sequence is CSVSPRGRYNEQFF. Result: 1 (the TCR binds to the epitope). (5) The epitope is YLNTLTLAV. The TCR CDR3 sequence is CASSQVIYNEQFF. Result: 1 (the TCR binds to the epitope). (6) The epitope is DATYQRTRALVR. The TCR CDR3 sequence is CASSLAGSSGGVYNEQFF. Result: 0 (the TCR does not bind to the epitope). (7) The epitope is KPLEFGATSAAL. The TCR CDR3 sequence is CASSSSTSGSGTSTDTQYF. Result: 1 (the TCR binds to the epitope). (8) The epitope is KEIDRLNEV. The TCR CDR3 sequence is CASSSRPGQAETQYF. Result: 0 (the TCR does not bind to the epitope). (9) The epitope is ILGLPTQTV. The TCR CDR3 sequence is CASLTGAYEQFF. Result: 1 (the TCR binds to the epitope).